This data is from Catalyst prediction with 721,799 reactions and 888 catalyst types from USPTO. The task is: Predict which catalyst facilitates the given reaction. Reactant: [CH2:1]([O:5][C:6]1[N:14]=[C:13]2[C:9]([N:10]=[CH:11][N:12]2[CH:15]2[CH2:20][CH2:19][CH2:18][CH2:17][O:16]2)=[C:8]([NH2:21])[N:7]=1)[CH2:2][CH2:3][CH3:4].[Br:22]N1C(=O)CCC1=O.S([O-])([O-])(=O)=O.[Na+].[Na+]. The catalyst class is: 4. Product: [Br:22][C:11]1[N:12]([CH:15]2[CH2:20][CH2:19][CH2:18][CH2:17][O:16]2)[C:13]2[C:9]([N:10]=1)=[C:8]([NH2:21])[N:7]=[C:6]([O:5][CH2:1][CH2:2][CH2:3][CH3:4])[N:14]=2.